Dataset: Full USPTO retrosynthesis dataset with 1.9M reactions from patents (1976-2016). Task: Predict the reactants needed to synthesize the given product. (1) Given the product [Cl:1][C:2]1[N:3]=[C:4]([C:9]([NH:11][C@H:12]2[CH2:17][CH2:16][N:15]([C:18]3[O:19][C:20]([CH3:30])=[C:21]([C:23]([OH:25])=[O:24])[N:22]=3)[CH2:14][C@H:13]2[O:31][CH3:32])=[O:10])[NH:5][C:6]=1[CH2:7][CH3:8], predict the reactants needed to synthesize it. The reactants are: [Cl:1][C:2]1[N:3]=[C:4]([C:9]([NH:11][C@H:12]2[CH2:17][CH2:16][N:15]([C:18]3[O:19][C:20]([CH3:30])=[C:21]([C:23]([O:25]CCCC)=[O:24])[N:22]=3)[CH2:14][C@H:13]2[O:31][CH3:32])=[O:10])[NH:5][C:6]=1[CH2:7][CH3:8].[OH-].[Li+].CO. (2) Given the product [C:1]1([C:7]2[C:8]([O:16][CH2:17][C:18]([F:21])([F:20])[F:19])=[N:9][CH:10]=[C:11]([CH:15]=2)[C:12]([NH:30][CH2:29][C:27]2[O:26][N:25]=[C:24]([C:23]([F:32])([F:31])[F:22])[N:28]=2)=[O:14])[CH2:6][CH2:5][CH2:4][CH2:3][CH:2]=1, predict the reactants needed to synthesize it. The reactants are: [C:1]1([C:7]2[C:8]([O:16][CH2:17][C:18]([F:21])([F:20])[F:19])=[N:9][CH:10]=[C:11]([CH:15]=2)[C:12]([OH:14])=O)[CH2:6][CH2:5][CH2:4][CH2:3][CH:2]=1.[F:22][C:23]([F:32])([F:31])[C:24]1[N:28]=[C:27]([CH2:29][NH2:30])[O:26][N:25]=1. (3) Given the product [NH2:24][C:10](=[O:11])[C@H:9]([NH:8][C:6](=[O:7])[O:5][C:1]([CH3:4])([CH3:3])[CH3:2])[CH2:14][C:15]1[C:23]2[C:18](=[CH:19][CH:20]=[CH:21][CH:22]=2)[NH:17][CH:16]=1, predict the reactants needed to synthesize it. The reactants are: [C:1]([O:5][C:6]([NH:8][C@H:9]([CH2:14][C:15]1[C:23]2[C:18](=[CH:19][CH:20]=[CH:21][CH:22]=2)[NH:17][CH:16]=1)[C:10](OC)=[O:11])=[O:7])([CH3:4])([CH3:3])[CH3:2].[NH3:24]. (4) The reactants are: [Br:1][C:2]1[C:3](NN)=[N:4][C:5]([CH3:9])=[N:6][C:7]=1[CH3:8]. Given the product [Br:1][C:2]1[C:7]([CH3:8])=[N:6][C:5]([CH3:9])=[N:4][CH:3]=1, predict the reactants needed to synthesize it. (5) Given the product [C:29]([O:28][C:26]([NH:25][N:15]1[C:14](=[O:33])[C@H:13]2[C@@H:9]([CH2:10][C@@H:11]([O:34][C:35]3[C:44]4[C:39](=[CH:40][C:41]([O:45][CH3:46])=[CH:42][CH:43]=4)[N:38]=[C:37]([C:47]4[CH:52]=[CH:51][CH:50]=[CH:49][CH:48]=4)[CH:36]=3)[CH2:12]2)[C:8](=[O:53])[NH:7][C@@:6]2([C:4]([OH:5])=[O:3])[C@@H:23]([CH2:24]2)[CH:22]=[CH:21][CH2:20][CH2:19][CH2:18][CH2:17][CH2:16]1)=[O:27])([CH3:32])([CH3:30])[CH3:31], predict the reactants needed to synthesize it. The reactants are: C([O:3][C:4]([C@@:6]12[CH2:24][C@H:23]1[CH:22]=[CH:21][CH2:20][CH2:19][CH2:18][CH2:17][CH2:16][N:15]([NH:25][C:26]([O:28][C:29]([CH3:32])([CH3:31])[CH3:30])=[O:27])[C:14](=[O:33])[C@H:13]1[C@@H:9]([CH2:10][C@@H:11]([O:34][C:35]3[C:44]4[C:39](=[CH:40][C:41]([O:45][CH3:46])=[CH:42][CH:43]=4)[N:38]=[C:37]([C:47]4[CH:52]=[CH:51][CH:50]=[CH:49][CH:48]=4)[CH:36]=3)[CH2:12]1)[C:8](=[O:53])[NH:7]2)=[O:5])C.[Li+].[OH-]. (6) Given the product [C:21]([N:24]1[CH2:25][CH2:26][CH:27]([C:30]([N:18]2[CH2:17][CH2:16][N:15]([C:9]3[C:10]([C:12](=[O:14])[CH3:13])=[CH:11][C:2]([Cl:1])=[C:3]4[C:8]=3[N:7]=[CH:6][CH:5]=[CH:4]4)[CH2:20][CH2:19]2)=[O:31])[CH2:28][CH2:29]1)(=[O:23])[CH3:22], predict the reactants needed to synthesize it. The reactants are: [Cl:1][C:2]1[CH:11]=[C:10]([C:12](=[O:14])[CH3:13])[C:9]([N:15]2[CH2:20][CH2:19][NH:18][CH2:17][CH2:16]2)=[C:8]2[C:3]=1[CH:4]=[CH:5][CH:6]=[N:7]2.[C:21]([N:24]1[CH2:29][CH2:28][CH:27]([C:30](Cl)=[O:31])[CH2:26][CH2:25]1)(=[O:23])[CH3:22].C(N(CC)CC)C. (7) Given the product [Br:1][C:2]1[CH:3]=[CH:4][C:5]2[N:6]([CH:9]=[C:10]([NH:12][C:26](=[O:27])[C:25]([F:36])([F:35])[F:24])[N:13]=2)[C:7]=1[CH3:8], predict the reactants needed to synthesize it. The reactants are: [Br:1][C:2]1[CH:3]=[CH:4]/[C:5](=[N:13]/S(C2C=CC(C)=CC=2)(=O)=O)/[N:6]([CH2:9][C:10]([NH2:12])=O)[C:7]=1[CH3:8].[F:24][C:25]([F:36])([F:35])[C:26](O[C:26](=[O:27])[C:25]([F:36])([F:35])[F:24])=[O:27]. (8) The reactants are: [O:1]=[C:2]1[CH2:8][O:7][CH2:6][CH2:5][N:4]([C:9]([O:11][C:12]([CH3:15])([CH3:14])[CH3:13])=[O:10])[CH2:3]1.[Cl:16][C:17]1[CH:18]=[C:19]([Mg]Br)[CH:20]=[CH:21][C:22]=1[Cl:23].C1COCC1.O. Given the product [Cl:16][C:17]1[CH:18]=[C:19]([C:2]2([OH:1])[CH2:8][O:7][CH2:6][CH2:5][N:4]([C:9]([O:11][C:12]([CH3:15])([CH3:14])[CH3:13])=[O:10])[CH2:3]2)[CH:20]=[CH:21][C:22]=1[Cl:23], predict the reactants needed to synthesize it. (9) Given the product [CH2:1]([O:5][C:9]1[C:18]2[C:13](=[CH:14][CH:15]=[CH:16][CH:17]=2)[N:12]=[C:11]2[N:19]([C:23]3[CH:28]=[CH:27][CH:26]=[CH:25][N:24]=3)[N:20]=[C:21]([CH3:22])[C:10]=12)[CH2:2][CH2:3][CH3:4], predict the reactants needed to synthesize it. The reactants are: [CH2:1]([OH:5])[CH2:2][CH2:3][CH3:4].[H-].[Na+].Cl[C:9]1[C:18]2[C:13](=[CH:14][CH:15]=[CH:16][CH:17]=2)[N:12]=[C:11]2[N:19]([C:23]3[CH:28]=[CH:27][CH:26]=[CH:25][N:24]=3)[N:20]=[C:21]([CH3:22])[C:10]=12. (10) Given the product [C:3]([C:5]1[CH:14]=[C:13]([S:15][CH3:16])[C:12]2[C:7](=[CH:8][C:9]([Cl:17])=[CH:10][CH:11]=2)[N:6]=1)([OH:4])=[O:2], predict the reactants needed to synthesize it. The reactants are: C[O:2][C:3]([C:5]1[CH:14]=[C:13]([S:15][CH3:16])[C:12]2[C:7](=[CH:8][C:9]([Cl:17])=[CH:10][CH:11]=2)[N:6]=1)=[O:4].[Li+].[OH-].Cl.